From a dataset of Forward reaction prediction with 1.9M reactions from USPTO patents (1976-2016). Predict the product of the given reaction. (1) Given the reactants CC([O-:5])(C)C.[K+].[CH3:7][C:8]([CH3:16])([CH2:11][CH2:12][CH2:13][C:14]#[N:15])[C:9]#N, predict the reaction product. The product is: [CH3:7][C:8]1([CH3:16])[CH2:11][CH2:12][CH:13]([C:14]#[N:15])[C:9]1=[O:5]. (2) Given the reactants Cl[C:2]1[C:3]([CH:8]2[CH2:11][N:10]([C:12]([C:14]3[N:18]([CH3:19])[C:17]4[CH:20]=[CH:21][CH:22]=[CH:23][C:16]=4[N:15]=3)=[O:13])[CH2:9]2)=[N:4][CH:5]=[CH:6][N:7]=1.[NH:24]1[CH2:29][CH2:28][CH2:27][CH2:26][CH2:25]1.C(N(CC)CC)C.CS(C)=O, predict the reaction product. The product is: [CH3:19][N:18]1[C:17]2[CH:20]=[CH:21][CH:22]=[CH:23][C:16]=2[N:15]=[C:14]1[C:12]([N:10]1[CH2:11][CH:8]([C:3]2[C:2]([N:24]3[CH2:29][CH2:28][CH2:27][CH2:26][CH2:25]3)=[N:7][CH:6]=[CH:5][N:4]=2)[CH2:9]1)=[O:13]. (3) The product is: [N:13]([CH2:2][C:3]1[CH:8]=[CH:7][N:6]=[C:5]([C:9]([O:11][CH3:12])=[O:10])[CH:4]=1)=[N+:14]=[N-:15]. Given the reactants Br[CH2:2][C:3]1[CH:8]=[CH:7][N:6]=[C:5]([C:9]([O:11][CH3:12])=[O:10])[CH:4]=1.[N-:13]=[N+:14]=[N-:15].[Na+], predict the reaction product. (4) Given the reactants [CH3:1][O-:2].[Na+].F[C:5]1[CH:10]=[C:9]([F:11])[N:8]=[C:7]([NH2:12])[CH:6]=1.CO, predict the reaction product. The product is: [F:11][C:9]1[N:8]=[C:7]([NH2:12])[CH:6]=[C:5]([O:2][CH3:1])[CH:10]=1. (5) Given the reactants [C:1]([O:5][C:6](=[O:34])[NH:7][C@H:8]([C:28]1[CH:33]=[CH:32][CH:31]=[CH:30][CH:29]=1)[CH2:9][N:10]1[C:15](=[O:16])[C:14]([NH2:17])=[CH:13][N:12]([CH2:18][C:19]2[C:24]([F:25])=[CH:23][CH:22]=[CH:21][C:20]=2[F:26])[C:11]1=[O:27])([CH3:4])([CH3:3])[CH3:2].C(N(CC)CC)C.[Cl:42][CH2:43][CH2:44][CH2:45][C:46](Cl)=[O:47], predict the reaction product. The product is: [C:1]([O:5][C:6](=[O:34])[NH:7][C@H:8]([C:28]1[CH:33]=[CH:32][CH:31]=[CH:30][CH:29]=1)[CH2:9][N:10]1[C:15](=[O:16])[C:14]([NH:17][C:46](=[O:47])[CH2:45][CH2:44][CH2:43][Cl:42])=[CH:13][N:12]([CH2:18][C:19]2[C:20]([F:26])=[CH:21][CH:22]=[CH:23][C:24]=2[F:25])[C:11]1=[O:27])([CH3:4])([CH3:2])[CH3:3].